Dataset: TCR-epitope binding with 47,182 pairs between 192 epitopes and 23,139 TCRs. Task: Binary Classification. Given a T-cell receptor sequence (or CDR3 region) and an epitope sequence, predict whether binding occurs between them. (1) The epitope is TPGPGVRYPL. The TCR CDR3 sequence is CASSPRGRTGELFF. Result: 1 (the TCR binds to the epitope). (2) The epitope is QARQMVQAMRTIGTHP. The TCR CDR3 sequence is CASSTEGGSYTF. Result: 1 (the TCR binds to the epitope). (3) The epitope is IPRRNVATL. The TCR CDR3 sequence is CASRLSGANVLTF. Result: 0 (the TCR does not bind to the epitope). (4) The epitope is EILDITPCSF. The TCR CDR3 sequence is CASSGGTGMNTEAFF. Result: 0 (the TCR does not bind to the epitope).